Dataset: Forward reaction prediction with 1.9M reactions from USPTO patents (1976-2016). Task: Predict the product of the given reaction. (1) Given the reactants C(OC([CH:6]1[CH2:11][CH2:10][N:9]([CH2:12][C:13]2[CH:18]=[CH:17][C:16]([C@@H:19]3[O:28][C:23]4=[N:24][CH:25]=[CH:26][CH:27]=[C:22]4[O:21][CH2:20]3)=[CH:15][CH:14]=2)[CH2:8][CH2:7]1)=O)C.C(OC(=O)[NH:35]C1CCNCC1)(C)(C)C, predict the reaction product. The product is: [O:21]1[C:22]2[C:23](=[N:24][CH:25]=[CH:26][CH:27]=2)[O:28][C@@H:19]([C:16]2[CH:15]=[CH:14][C:13]([CH2:12][N:9]3[CH2:8][CH2:7][CH:6]([NH2:35])[CH2:11][CH2:10]3)=[CH:18][CH:17]=2)[CH2:20]1. (2) The product is: [C:30]1([C:29]2[CH:28]=[CH:51][CH:52]=[CH:47][CH:48]=2)[CH:31]=[CH:32][CH:33]=[CH:34][CH:35]=1. Given the reactants C(O[C:33]1[CH:34]=[CH:35][C:30]([C@@H:29](O)[CH2:28]N([CH2:28][CH2:29][C:30]2[CH:35]=[CH:34][C:33](Br)=[CH:32][CH:31]=2)C(=O)OCC2C=CC=CC=2)=[CH:31][C:32]=1NS(C)(=O)=O)C1C=CC=CC=1.C(O[C:47]1[CH:48]=C(B(O)O)C=[CH:51][C:52]=1C(=O)NS(C)(=O)=O)(C)C.C(=O)([O-])[O-].[Na+].[Na+].Cl, predict the reaction product. (3) Given the reactants C1C(=O)N([Br:8])C(=O)C1.CC(N=NC(C#N)(C)C)(C#N)C.[N:21]1[CH:26]=[CH:25][C:24]([C:27]2[S:28][CH:29]=[C:30]([NH:32][C:33]([NH:35][C:36]3[CH:41]=[CH:40][CH:39]=[C:38]([CH3:42])[N:37]=3)=[O:34])[N:31]=2)=[CH:23][CH:22]=1, predict the reaction product. The product is: [Br:8][C:29]1[S:28][C:27]([C:24]2[CH:25]=[CH:26][N:21]=[CH:22][CH:23]=2)=[N:31][C:30]=1[NH:32][C:33]([NH:35][C:36]1[CH:41]=[CH:40][CH:39]=[C:38]([CH3:42])[N:37]=1)=[O:34].